From a dataset of Forward reaction prediction with 1.9M reactions from USPTO patents (1976-2016). Predict the product of the given reaction. Given the reactants CN(C)/[CH:3]=[CH:4]/[C:5]([C:7]1[C:12](=[O:13])[CH:11]=[CH:10][N:9]([C:14]2[CH:19]=[CH:18][CH:17]=[C:16]([S:20]([N:23]3[CH2:27][CH2:26][CH2:25][CH2:24]3)(=[O:22])=[O:21])[CH:15]=2)[N:8]=1)=O.[Cl:29][C:30]1[CH:31]=[C:32]2[C:37](=[CH:38][CH:39]=1)[N:36]=[CH:35][CH:34]=[C:33]2[NH:40][NH2:41], predict the reaction product. The product is: [Cl:29][C:30]1[CH:31]=[C:32]2[C:37](=[CH:38][CH:39]=1)[N:36]=[CH:35][CH:34]=[C:33]2[N:40]1[C:5]([C:7]2[C:12](=[O:13])[CH:11]=[CH:10][N:9]([C:14]3[CH:19]=[CH:18][CH:17]=[C:16]([S:20]([N:23]4[CH2:27][CH2:26][CH2:25][CH2:24]4)(=[O:21])=[O:22])[CH:15]=3)[N:8]=2)=[CH:4][CH:3]=[N:41]1.